From a dataset of Forward reaction prediction with 1.9M reactions from USPTO patents (1976-2016). Predict the product of the given reaction. (1) The product is: [C:30]12([C:40]3[CH:41]=[C:42]([C:52]4[CH:53]=[CH:54][C:55](/[CH:58]=[CH:59]/[C:60]([O:62][CH2:63][C:64]5[CH:69]=[CH:68][CH:67]=[CH:66][CH:65]=5)=[O:61])=[CH:56][CH:57]=4)[CH:43]=[CH:44][C:45]=3[O:46][CH3:47])[CH2:39][CH:34]3[CH2:35][CH:36]([CH2:38][CH:32]([CH2:33]3)[CH2:31]1)[CH2:37]2. Given the reactants COC1C=CC=C(OC)C=1C1C=CC=CC=1P(C1CCCCC1)C1CCCCC1.[C:30]12([C:40]3[CH:41]=[C:42](B(O)O)[CH:43]=[CH:44][C:45]=3[O:46][CH3:47])[CH2:39][CH:34]3[CH2:35][CH:36]([CH2:38][CH:32]([CH2:33]3)[CH2:31]1)[CH2:37]2.Br[C:52]1[CH:57]=[CH:56][C:55](/[CH:58]=[CH:59]/[C:60]([O:62][CH2:63][C:64]2[CH:69]=[CH:68][CH:67]=[CH:66][CH:65]=2)=[O:61])=[CH:54][CH:53]=1.C(=O)([O-])[O-].[Na+].[Na+], predict the reaction product. (2) Given the reactants [Cl:1][C:2]1[CH:11]=[C:10]2[C:5]([CH:6]=[CH:7][CH:8]=[N:9]2)=[C:4]([I:12])[C:3]=1[OH:13].C(=O)([O-])[O-].[K+].[K+].[CH2:20](Br)[C:21]1[CH:26]=[CH:25][CH:24]=[CH:23][CH:22]=1.[I-].[Na+], predict the reaction product. The product is: [CH2:20]([O:13][C:3]1[C:4]([I:12])=[C:5]2[C:10](=[CH:11][C:2]=1[Cl:1])[N:9]=[CH:8][CH:7]=[CH:6]2)[C:21]1[CH:26]=[CH:25][CH:24]=[CH:23][CH:22]=1. (3) The product is: [C:1]([C:5]1[CH:10]=[CH:9][C:8]([C:11]2[N:12]([C:32]([N:44]3[CH2:43][CH2:42][N:41]4[CH2:45][CH2:46][CH2:47][CH2:48][CH:40]4[CH2:39]3)=[O:33])[C@@:13]([C:25]3[CH:26]=[CH:27][C:28]([Cl:31])=[CH:29][CH:30]=3)([CH3:24])[C@@:14]([C:17]3[CH:22]=[CH:21][C:20]([Cl:23])=[CH:19][CH:18]=3)([CH3:16])[N:15]=2)=[C:7]([O:35][CH:36]([CH3:38])[CH3:37])[CH:6]=1)([CH3:2])([CH3:3])[CH3:4]. Given the reactants [C:1]([C:5]1[CH:10]=[CH:9][C:8]([C:11]2[N:12]([C:32](Cl)=[O:33])[C:13]([C:25]3[CH:30]=[CH:29][C:28]([Cl:31])=[CH:27][CH:26]=3)([CH3:24])[C:14]([C:17]3[CH:22]=[CH:21][C:20]([Cl:23])=[CH:19][CH:18]=3)([CH3:16])[N:15]=2)=[C:7]([O:35][CH:36]([CH3:38])[CH3:37])[CH:6]=1)([CH3:4])([CH3:3])[CH3:2].[CH2:39]1[NH:44][CH2:43][CH2:42][N:41]2[CH2:45][CH2:46][CH2:47][CH2:48][CH:40]12, predict the reaction product. (4) Given the reactants Br[C:2]1[CH:7]=[CH:6][C:5]([Br:8])=[CH:4][N:3]=1.C([Li])CCC.[CH3:14][C:15]([CH3:17])=[O:16], predict the reaction product. The product is: [OH:16][C:15]([C:2]1[CH:7]=[CH:6][C:5]([Br:8])=[CH:4][N:3]=1)([CH3:17])[CH3:14]. (5) Given the reactants FC(F)(F)C(O)=O.[CH2:8]([N:10]([CH:21]1[CH2:26][CH2:25][NH:24][CH2:23][CH2:22]1)[C:11](=[O:20])[O:12][CH2:13][C:14]1[CH:19]=[CH:18][CH:17]=[CH:16][CH:15]=1)[CH3:9].Cl[C:28]1[CH:33]=[C:32]([CH3:34])[N:31]=[C:30]([CH3:35])[N:29]=1.C([O-])([O-])=O.[K+].[K+], predict the reaction product. The product is: [CH3:35][C:30]1[N:29]=[C:28]([N:24]2[CH2:25][CH2:26][CH:21]([N:10]([CH2:8][CH3:9])[C:11](=[O:20])[O:12][CH2:13][C:14]3[CH:19]=[CH:18][CH:17]=[CH:16][CH:15]=3)[CH2:22][CH2:23]2)[CH:33]=[C:32]([CH3:34])[N:31]=1. (6) Given the reactants [CH2:1]([N:3]([CH2:7][CH3:8])[CH2:4][CH2:5][NH2:6])[CH3:2].Cl[C:10]1[N:11]=[N+:12]([O-:22])[C:13]2[CH:19]=[C:18]([CH3:20])[C:17]([CH3:21])=[CH:16][C:14]=2[N:15]=1, predict the reaction product. The product is: [CH3:21][C:17]1[C:18]([CH3:20])=[CH:19][C:13]2[N+:12]([O-:22])=[N:11][C:10]([NH:6][CH2:5][CH2:4][N:3]([CH2:7][CH3:8])[CH2:1][CH3:2])=[N:15][C:14]=2[CH:16]=1. (7) Given the reactants [CH2:1]([N:3]([C:29](=O)[C:30]1[CH:35]=[CH:34][C:33]([OH:36])=[CH:32][CH:31]=1)[C:4]1[CH:9]=[C:8]([O:10][CH3:11])[CH:7]=[CH:6][C:5]=1[C@@H:12]1[CH2:21][CH2:20][C:19]2[CH:18]=[C:17]([O:22]C(=O)C(C)(C)C)[CH:16]=[CH:15][C:14]=2[CH2:13]1)[CH3:2].Cl[CH2:39][C:40]([N:42]([CH3:50])[CH2:43][CH:44]1[CH2:49][CH2:48][O:47][CH2:46][CH2:45]1)=O, predict the reaction product. The product is: [CH2:1]([N:3]([CH2:29][C:30]1[CH:35]=[CH:34][C:33]([O:36][CH2:39][CH2:40][N:42]([CH3:50])[CH2:43][CH:44]2[CH2:45][CH2:46][O:47][CH2:48][CH2:49]2)=[CH:32][CH:31]=1)[C:4]1[CH:9]=[C:8]([O:10][CH3:11])[CH:7]=[CH:6][C:5]=1[C@@H:12]1[CH2:21][CH2:20][C:19]2[CH:18]=[C:17]([OH:22])[CH:16]=[CH:15][C:14]=2[CH2:13]1)[CH3:2].